Dataset: Catalyst prediction with 721,799 reactions and 888 catalyst types from USPTO. Task: Predict which catalyst facilitates the given reaction. (1) Reactant: [CH:1]1[C:13]2[CH:12]([CH2:14][O:15][C:16]([NH:18][C:19]3([C:30](O)=[O:31])[CH2:22][N:21]([C:23]([O:25][C:26]([CH3:29])([CH3:28])[CH3:27])=[O:24])[CH2:20]3)=[O:17])[C:11]3[C:6](=[CH:7][CH:8]=[CH:9][CH:10]=3)[C:5]=2[CH:4]=[CH:3][CH:2]=1.[NH2:33][C:34]1[S:35][C:36]([CH3:49])=[C:37]([CH3:48])[C:38]=1[C:39]([C:41]1[CH:46]=[CH:45][C:44]([Cl:47])=[CH:43][CH:42]=1)=[O:40].Cl.C(N=C=NCCCN(C)C)C. Product: [CH:10]1[C:11]2[CH:12]([CH2:14][O:15][C:16]([NH:18][C:19]3([C:30](=[O:31])[NH:33][C:34]4[S:35][C:36]([CH3:49])=[C:37]([CH3:48])[C:38]=4[C:39](=[O:40])[C:41]4[CH:46]=[CH:45][C:44]([Cl:47])=[CH:43][CH:42]=4)[CH2:20][N:21]([C:23]([O:25][C:26]([CH3:28])([CH3:27])[CH3:29])=[O:24])[CH2:22]3)=[O:17])[C:13]3[C:5](=[CH:4][CH:3]=[CH:2][CH:1]=3)[C:6]=2[CH:7]=[CH:8][CH:9]=1. The catalyst class is: 2. (2) Reactant: [C:1](OC=C)(=[O:19])[CH2:2]CCCCCCCCCCCCCCCC.[F:23][C:24]([F:28])=[C:25]([F:27])[F:26].[OH-].[Na+]. Product: [CH:1]([OH:19])=[CH2:2].[F:23][C:24]([F:28])=[C:25]([F:27])[F:26]. The catalyst class is: 7. (3) Reactant: [C:1]1([CH:7]2[NH:10][C:9](=O)[CH2:8]2)[CH:6]=[CH:5][CH:4]=[CH:3][CH:2]=1.[H-].[Al+3].[Li+].[H-].[H-].[H-].[Cl-].[NH4+]. Product: [C:1]1([CH:7]2[CH2:8][CH2:9][NH:10]2)[CH:6]=[CH:5][CH:4]=[CH:3][CH:2]=1. The catalyst class is: 1. (4) Reactant: [Br:1][C:2]1[CH:10]=[CH:9][CH:8]=[C:7]2[C:3]=1[CH2:4][N:5]([CH3:12])[C:6]2=[O:11].[N+:13]([O-])([OH:15])=[O:14]. Product: [Br:1][C:2]1[CH:10]=[CH:9][C:8]([N+:13]([O-:15])=[O:14])=[C:7]2[C:3]=1[CH2:4][N:5]([CH3:12])[C:6]2=[O:11]. The catalyst class is: 65. (5) Reactant: Cl.[Cl:2][C:3]1[C:4]([N:9]2[CH2:14][CH2:13][N:12]([CH2:15][CH2:16][NH:17][CH3:18])[CH2:11][CH2:10]2)=[N:5][CH:6]=[CH:7][N:8]=1.C(N(CC)CC)C.[CH3:26][N:27]1[CH:31]=[C:30]([S:32](Cl)(=[O:34])=[O:33])[CH:29]=[N:28]1.CC(C)=O. Product: [Cl:2][C:3]1[C:4]([N:9]2[CH2:10][CH2:11][N:12]([CH2:15][CH2:16][N:17]([CH3:18])[S:32]([C:30]3[CH:29]=[N:28][N:27]([CH3:26])[CH:31]=3)(=[O:34])=[O:33])[CH2:13][CH2:14]2)=[N:5][CH:6]=[CH:7][N:8]=1. The catalyst class is: 4. (6) Reactant: CCOC(/N=N/C(OCC)=O)=O.[F:13][C:14]1[CH:38]=[C:37]([N+:39]([O-:41])=[O:40])[CH:36]=[CH:35][C:15]=1[O:16][C:17]1[CH:22]=[CH:21][N:20]=[C:19]2[CH:23]=[C:24]([C:26]3[CH:31]=[CH:30][C:29]([OH:32])=[C:28]([O:33][CH3:34])[CH:27]=3)[S:25][C:18]=12.[O:42]1[CH2:47][CH2:46][N:45]([CH2:48][CH2:49]O)[CH2:44][CH2:43]1.C1(P(C2C=CC=CC=2)C2C=CC=CC=2)C=CC=CC=1. Product: [F:13][C:14]1[CH:38]=[C:37]([N+:39]([O-:41])=[O:40])[CH:36]=[CH:35][C:15]=1[O:16][C:17]1[CH:22]=[CH:21][N:20]=[C:19]2[CH:23]=[C:24]([C:26]3[CH:31]=[CH:30][C:29]([O:32][CH2:49][CH2:48][N:45]4[CH2:46][CH2:47][O:42][CH2:43][CH2:44]4)=[C:28]([O:33][CH3:34])[CH:27]=3)[S:25][C:18]=12. The catalyst class is: 1. (7) Reactant: [Br:1][C:2]1[CH:3]=[C:4]([CH:29]=[CH:30][CH:31]=1)[CH2:5][NH:6][C:7]1[CH:8]=[C:9]([N:16]2[CH2:21][CH2:20][N:19](C(OC(C)(C)C)=O)[CH2:18][CH2:17]2)[CH:10]=[CH:11][C:12]=1[N+:13]([O-:15])=[O:14].[ClH:32]. The catalyst class is: 268. Product: [ClH:32].[Br:1][C:2]1[CH:3]=[C:4]([CH:29]=[CH:30][CH:31]=1)[CH2:5][NH:6][C:7]1[CH:8]=[C:9]([N:16]2[CH2:21][CH2:20][NH:19][CH2:18][CH2:17]2)[CH:10]=[CH:11][C:12]=1[N+:13]([O-:15])=[O:14]. (8) Reactant: [C:1]([O:5][C:6]([NH:8][C:9](=[CH:14][C:15]1[CH:16]=[N:17][C:18]([C:21]2[CH:26]=[CH:25][CH:24]=[C:23]([F:27])[C:22]=2[F:28])=[CH:19][CH:20]=1)[C:10]([O:12][CH3:13])=[O:11])=[O:7])([CH3:4])([CH3:3])[CH3:2].C(O)(=O)C.OCC1(OC[C@@H](O)[C@@H](O)[C@H]1O)O. Product: [C:1]([O:5][C:6]([NH:8][CH:9]([CH2:14][C:15]1[CH:16]=[N:17][C:18]([C:21]2[CH:26]=[CH:25][CH:24]=[C:23]([F:27])[C:22]=2[F:28])=[CH:19][CH:20]=1)[C:10]([O:12][CH3:13])=[O:11])=[O:7])([CH3:4])([CH3:2])[CH3:3]. The catalyst class is: 43. (9) Reactant: [Cl:1][C:2]1[CH:3]=[C:4]([NH:14][CH:15]2[CH2:20][CH2:19][O:18][CH2:17][CH2:16]2)[C:5]([CH2:12][CH3:13])=[C:6]([CH:11]=1)[C:7]([O:9]C)=[O:8].[CH:21](=O)[CH3:22].C(O)(=O)C.C(O[BH-](OC(=O)C)OC(=O)C)(=O)C.[Na+].C([O-])(O)=O.[Na+]. Product: [Cl:1][C:2]1[CH:3]=[C:4]([N:14]([CH2:21][CH3:22])[CH:15]2[CH2:20][CH2:19][O:18][CH2:17][CH2:16]2)[C:5]([CH2:12][CH3:13])=[C:6]([CH:11]=1)[C:7]([OH:9])=[O:8]. The catalyst class is: 325.